Dataset: Full USPTO retrosynthesis dataset with 1.9M reactions from patents (1976-2016). Task: Predict the reactants needed to synthesize the given product. Given the product [Cl:1][C:2]1[CH:3]=[CH:4][C:5]([O:25][CH3:26])=[C:6]([C:8]2[C:12]([NH:13][C:14]([C:16]3[CH:17]=[N:18][N:19]4[CH:24]=[CH:23][CH:22]=[N:21][C:20]=34)=[O:15])=[CH:11][N:10]([CH2:37][CH2:38][Cl:39])[N:9]=2)[CH:7]=1, predict the reactants needed to synthesize it. The reactants are: [Cl:1][C:2]1[CH:3]=[CH:4][C:5]([O:25][CH3:26])=[C:6]([C:8]2[C:12]([NH:13][C:14]([C:16]3[CH:17]=[N:18][N:19]4[CH:24]=[CH:23][CH:22]=[N:21][C:20]=34)=[O:15])=[CH:11][NH:10][N:9]=2)[CH:7]=1.C1(C)C=CC(S(O[CH2:37][CH2:38][Cl:39])(=O)=O)=CC=1.C(=O)([O-])[O-].[Cs+].[Cs+].